Dataset: NCI-60 drug combinations with 297,098 pairs across 59 cell lines. Task: Regression. Given two drug SMILES strings and cell line genomic features, predict the synergy score measuring deviation from expected non-interaction effect. (1) Drug 1: C1=NC2=C(N=C(N=C2N1C3C(C(C(O3)CO)O)O)F)N. Drug 2: CN(CCCl)CCCl.Cl. Cell line: MDA-MB-231. Synergy scores: CSS=25.2, Synergy_ZIP=-6.10, Synergy_Bliss=3.30, Synergy_Loewe=3.15, Synergy_HSA=3.52. (2) Drug 1: C1C(C(OC1N2C=NC3=C(N=C(N=C32)Cl)N)CO)O. Drug 2: CC1=C(C=C(C=C1)NC(=O)C2=CC=C(C=C2)CN3CCN(CC3)C)NC4=NC=CC(=N4)C5=CN=CC=C5. Cell line: NCI-H460. Synergy scores: CSS=3.58, Synergy_ZIP=4.41, Synergy_Bliss=5.82, Synergy_Loewe=1.69, Synergy_HSA=1.87. (3) Drug 2: CCC1=C2CN3C(=CC4=C(C3=O)COC(=O)C4(CC)O)C2=NC5=C1C=C(C=C5)O. Cell line: OVCAR3. Synergy scores: CSS=44.2, Synergy_ZIP=-1.56, Synergy_Bliss=-2.01, Synergy_Loewe=-13.8, Synergy_HSA=0.945. Drug 1: CC(CN1CC(=O)NC(=O)C1)N2CC(=O)NC(=O)C2. (4) Drug 1: C1=CN(C=N1)CC(O)(P(=O)(O)O)P(=O)(O)O. Drug 2: CN(CCCl)CCCl.Cl. Cell line: MDA-MB-435. Synergy scores: CSS=-7.19, Synergy_ZIP=7.75, Synergy_Bliss=7.75, Synergy_Loewe=-5.63, Synergy_HSA=-4.13. (5) Drug 1: CCC1=CC2CC(C3=C(CN(C2)C1)C4=CC=CC=C4N3)(C5=C(C=C6C(=C5)C78CCN9C7C(C=CC9)(C(C(C8N6C)(C(=O)OC)O)OC(=O)C)CC)OC)C(=O)OC.C(C(C(=O)O)O)(C(=O)O)O. Drug 2: CN(C(=O)NC(C=O)C(C(C(CO)O)O)O)N=O. Cell line: A498. Synergy scores: CSS=12.3, Synergy_ZIP=-8.36, Synergy_Bliss=-1.09, Synergy_Loewe=-30.3, Synergy_HSA=-1.25. (6) Drug 1: C1CCC(C1)C(CC#N)N2C=C(C=N2)C3=C4C=CNC4=NC=N3. Drug 2: CN(C(=O)NC(C=O)C(C(C(CO)O)O)O)N=O. Cell line: BT-549. Synergy scores: CSS=-7.99, Synergy_ZIP=0.832, Synergy_Bliss=-6.31, Synergy_Loewe=-9.03, Synergy_HSA=-9.37. (7) Drug 1: CS(=O)(=O)C1=CC(=C(C=C1)C(=O)NC2=CC(=C(C=C2)Cl)C3=CC=CC=N3)Cl. Drug 2: CN1CCC(CC1)COC2=C(C=C3C(=C2)N=CN=C3NC4=C(C=C(C=C4)Br)F)OC. Cell line: SN12C. Synergy scores: CSS=14.3, Synergy_ZIP=-0.443, Synergy_Bliss=2.46, Synergy_Loewe=-3.71, Synergy_HSA=2.46.